Dataset: Catalyst prediction with 721,799 reactions and 888 catalyst types from USPTO. Task: Predict which catalyst facilitates the given reaction. (1) Reactant: [Cl:1][C:2]1[S:6][C:5]([C:7]2[N:12]=[C:11]([NH:13][C:14]3[CH:19]=[CH:18][C:17]([CH2:20][C:21]#[N:22])=[CH:16][CH:15]=3)[C:10]([CH2:23][CH3:24])=[C:9]([CH3:25])[N:8]=2)=[CH:4][CH:3]=1.[NH2:26][OH:27].Cl.C([O-])([O-])=O.[K+].[K+].CCO. Product: [Cl:1][C:2]1[S:6][C:5]([C:7]2[N:12]=[C:11]([NH:13][C:14]3[CH:19]=[CH:18][C:17]([CH2:20][C:21]([NH:26][OH:27])=[NH:22])=[CH:16][CH:15]=3)[C:10]([CH2:23][CH3:24])=[C:9]([CH3:25])[N:8]=2)=[CH:4][CH:3]=1. The catalyst class is: 6. (2) Reactant: [F:1][C:2]1[CH:29]=[C:28]([CH3:30])[C:27]([O:31]C(OC)=O)=[CH:26][C:3]=1[NH:4][C:5]1[C:14]2[C:9](=[CH:10][C:11]([O:17][CH2:18][CH2:19][C:20]3[CH:25]=[CH:24][N:23]=[CH:22][CH:21]=3)=[C:12]([O:15][CH3:16])[CH:13]=2)[N:8]=[CH:7][N:6]=1.[OH-].[Na+].O.[ClH:39]. Product: [ClH:39].[F:1][C:2]1[CH:29]=[C:28]([CH3:30])[C:27]([OH:31])=[CH:26][C:3]=1[NH:4][C:5]1[C:14]2[C:9](=[CH:10][C:11]([O:17][CH2:18][CH2:19][C:20]3[CH:21]=[CH:22][N:23]=[CH:24][CH:25]=3)=[C:12]([O:15][CH3:16])[CH:13]=2)[N:8]=[CH:7][N:6]=1. The catalyst class is: 5. (3) Reactant: [N+:1]([C:4]1[C:5]([CH3:19])=[C:6]([CH:15]=[CH:16][C:17]=1[CH3:18])[CH2:7][NH:8]C(=O)C(F)(F)F)([O-:3])=[O:2].[OH-].[Na+]. Product: [N+:1]([C:4]1[C:5]([CH3:19])=[C:6]([CH:15]=[CH:16][C:17]=1[CH3:18])[CH2:7][NH2:8])([O-:3])=[O:2]. The catalyst class is: 5. (4) Reactant: [CH2:1]([O:3][C:4](=[O:10])[CH:5]([CH3:9])[C:6](=[O:8])[CH3:7])[CH3:2].[CH2:11](O)[CH2:12][OH:13].O. The catalyst class is: 743. Product: [CH2:1]([O:3][C:4](=[O:10])[CH:5]([C:6]1([CH3:7])[O:13][CH2:12][CH2:11][O:8]1)[CH3:9])[CH3:2]. (5) Reactant: C[O:2][C:3](=[O:32])[C@H:4]([NH:12][C:13]([O:15][CH2:16][C:17]1[O:18][C:19]2[CH:25]=[CH:24][C:23]([C:26]3[CH:31]=[CH:30][CH:29]=[CH:28][CH:27]=3)=[CH:22][C:20]=2[CH:21]=1)=[O:14])[CH2:5][C:6]1[CH:11]=[CH:10][CH:9]=[CH:8][CH:7]=1.O.[OH-].[Li+].Cl. Product: [C:26]1([C:23]2[CH:24]=[CH:25][C:19]3[O:18][C:17]([CH2:16][O:15][C:13]([NH:12][C@H:4]([CH2:5][C:6]4[CH:7]=[CH:8][CH:9]=[CH:10][CH:11]=4)[C:3]([OH:32])=[O:2])=[O:14])=[CH:21][C:20]=3[CH:22]=2)[CH:27]=[CH:28][CH:29]=[CH:30][CH:31]=1. The catalyst class is: 24. (6) Reactant: [C:1]([O:5][C:6]([NH:8][CH:9]1[CH:15]([F:16])[CH2:14][CH2:13][N:12](C(OCC2C=CC=CC=2)=O)[CH2:11][CH2:10]1)=[O:7])([CH3:4])([CH3:3])[CH3:2]. Product: [F:16][CH:15]1[CH2:14][CH2:13][NH:12][CH2:11][CH2:10][CH:9]1[NH:8][C:6](=[O:7])[O:5][C:1]([CH3:3])([CH3:2])[CH3:4]. The catalyst class is: 19.